Dataset: Full USPTO retrosynthesis dataset with 1.9M reactions from patents (1976-2016). Task: Predict the reactants needed to synthesize the given product. (1) Given the product [NH2:17][CH:3]([C:2]([F:19])([F:18])[F:1])[CH2:4][NH:5][C:6]1[N:7]=[CH:8][C:9]2[CH:15]=[N:14][CH:13]=[C:12]([C:29]3[C:30]4[C:35](=[CH:34][C:33]([C:36]#[N:37])=[CH:32][CH:31]=4)[NH:27][CH:28]=3)[C:10]=2[N:11]=1, predict the reactants needed to synthesize it. The reactants are: [F:1][C:2]([F:19])([F:18])[CH:3]([NH2:17])[CH2:4][NH:5][C:6]1[N:7]=[CH:8][C:9]2[CH:15]=[N:14][CH:13]=[C:12](I)[C:10]=2[N:11]=1.C([N:27]1[C:35]2[C:30](=[CH:31][CH:32]=[C:33]([C:36]#[N:37])[CH:34]=2)[C:29](B(O)O)=[CH:28]1)(OC(C)(C)C)=O.C1(P(C2CCCCC2)C2C=CC=CC=2C2C(OC)=CC=CC=2OC)CCCCC1.C(=O)([O-])[O-].[K+].[K+].COCCOC.O. (2) The reactants are: [C:1]1([C:7](C2C=CC=CC=2)([C:15]2[CH:20]=[CH:19][CH:18]=[CH:17][CH:16]=2)[C:8]2[CH:13]=[CH:12][C:11](O)=[CH:10][CH:9]=2)[CH:6]=[CH:5][CH:4]=[CH:3][CH:2]=1.[C:27]1(P([C:27]2[CH:32]=[CH:31][CH:30]=[CH:29][CH:28]=2)[C:27]2[CH:32]=[CH:31][CH:30]=[CH:29][CH:28]=2)[CH:32]=[CH:31][CH:30]=[CH:29][CH:28]=1.[C:46]([O:50][CH2:51][CH2:52][OH:53])(=[O:49])[CH:47]=[CH2:48].N(C(OCC)=O)=NC(OCC)=O. Given the product [C:46]([O:50][CH2:51][CH:52]([C:7]([C:15]1[CH:20]=[CH:19][CH:18]=[CH:17][CH:16]=1)([C:8]1[CH:9]=[CH:10][CH:11]=[CH:12][CH:13]=1)[C:1]1[CH:2]=[CH:3][CH:4]=[CH:5][CH:6]=1)[O:53][C:27]1[CH:32]=[CH:31][CH:30]=[CH:29][CH:28]=1)(=[O:49])[CH:47]=[CH2:48], predict the reactants needed to synthesize it. (3) The reactants are: [Cl:1][C:2]1[CH:10]=[C:9]2[C:5]([C:6]([C:11]([N:13]3[CH2:18][CH2:17][CH:16]([C:19]4[C:27]5[O:26][CH2:25][CH2:24][C:23]=5[CH:22]=[CH:21][CH:20]=4)[CH2:15][CH2:14]3)=[O:12])=[CH:7][NH:8]2)=[CH:4][CH:3]=1.Cl[CH2:29][C:30]([NH:32][CH3:33])=[O:31]. Given the product [Cl:1][C:2]1[CH:10]=[C:9]2[C:5]([C:6]([C:11]([N:13]3[CH2:14][CH2:15][CH:16]([C:19]4[C:27]5[O:26][CH2:25][CH2:24][C:23]=5[CH:22]=[CH:21][CH:20]=4)[CH2:17][CH2:18]3)=[O:12])=[CH:7][N:8]2[CH2:29][C:30]([NH:32][CH3:33])=[O:31])=[CH:4][CH:3]=1, predict the reactants needed to synthesize it. (4) Given the product [NH2:1][C@H:2]([C:5]([OH:7])=[O:6])[CH2:3][NH2:4].[OH:28][C:26]([C:25]([F:30])([F:29])[F:24])=[O:27].[N:15]1[CH:20]=[CH:19][CH:18]=[CH:17][C:16]=1[CH2:21][CH2:22][NH2:23], predict the reactants needed to synthesize it. The reactants are: [NH:1](C(OC(C)(C)C)=O)[C@H:2]([C:5]([OH:7])=[O:6])[CH2:3][NH2:4].[N:15]1[CH:20]=[CH:19][CH:18]=[CH:17][C:16]=1[CH2:21][CH2:22][NH2:23].[F:24][C:25]([F:30])([F:29])[C:26]([OH:28])=[O:27]. (5) Given the product [CH3:1][O:2][C:3]1[N:8]=[CH:7][C:6]([C:9]2[C:14]([CH3:15])=[C:13]([C:16]([F:18])([F:19])[F:17])[N:12]3[N:20]=[CH:21][C:22]([C:23]([N:25]4[CH2:30][CH2:29][NH:28][CH2:27][C@H:26]4[CH3:38])=[O:24])=[C:11]3[N:10]=2)=[CH:5][CH:4]=1, predict the reactants needed to synthesize it. The reactants are: [CH3:1][O:2][C:3]1[N:8]=[CH:7][C:6]([C:9]2[C:14]([CH3:15])=[C:13]([C:16]([F:19])([F:18])[F:17])[N:12]3[N:20]=[CH:21][C:22]([C:23]([N:25]4[CH2:30][CH2:29][N:28](C(OC(C)(C)C)=O)[CH2:27][C@H:26]4[CH3:38])=[O:24])=[C:11]3[N:10]=2)=[CH:5][CH:4]=1.C(O)(C(F)(F)F)=O. (6) Given the product [CH2:16]([C:17]1[CH:9]=[C:8]2[C:20](=[CH:19][CH:18]=1)[C:4](=[O:13])[C:5]([CH3:10])=[CH:6][C:7]2=[O:23])[CH3:15], predict the reactants needed to synthesize it. The reactants are: COC1C=C[C:10]2[C:5](=[CH:6][CH:7]=[CH:8][CH:9]=2)[C:4]=1[O:13]C.[CH3:15][CH2:16][CH2:17][CH2:18][CH2:19][CH3:20].C(OCC)(=[O:23])C. (7) Given the product [Cl:14][C:11]1[CH:12]=[CH:13][C:8]2[N:7]=[C:18]([C:20]3[CH:25]=[CH:24][CH:23]=[C:22]([C:26]4[CH:27]=[N:28][C:29]([CH3:32])=[CH:30][CH:31]=4)[CH:21]=3)[CH2:17][C:16](=[O:33])[NH:15][C:9]=2[CH:10]=1, predict the reactants needed to synthesize it. The reactants are: C(OC(=O)[NH:7][C:8]1[CH:13]=[CH:12][C:11]([Cl:14])=[CH:10][C:9]=1[NH:15][C:16](=[O:33])[CH2:17][C:18]([C:20]1[CH:25]=[CH:24][CH:23]=[C:22]([C:26]2[CH:27]=[N:28][C:29]([CH3:32])=[CH:30][CH:31]=2)[CH:21]=1)=O)(C)(C)C.C(O)(C(F)(F)F)=O. (8) Given the product [I:1][C:2]1[CH:3]=[CH:4][NH:5][C:6](=[O:10])[C:7]=1[CH:8]=[O:9], predict the reactants needed to synthesize it. The reactants are: [I:1][C:2]1[C:7]([CH:8]=[O:9])=[C:6]([O:10]C)[N:5]=[CH:4][CH:3]=1.[I-].[Na+].Cl[Si](C)(C)C.O.